From a dataset of Full USPTO retrosynthesis dataset with 1.9M reactions from patents (1976-2016). Predict the reactants needed to synthesize the given product. The reactants are: [CH2:1]([C:5]1[N:9]([CH2:10][C:11]2[CH:16]=[CH:15][C:14]([C:17]3[CH:22]=[CH:21][CH:20]=[CH:19][C:18]=3[C:23]#[N:24])=[CH:13][CH:12]=2)[C:8](=[O:25])[C:7]2([CH2:29][CH2:28][CH2:27][CH2:26]2)[N:6]=1)[CH2:2][CH2:3][CH3:4].[N-:30]=[N+:31]=[N-:32].[Na+].Cl.Cl.N1CCNCC1.[OH-].[Na+]. Given the product [CH3:4][CH2:3][CH2:2][CH2:1][C:5]1[N:9]([CH2:10][C:11]2[CH:16]=[CH:15][C:14]([C:17]3[CH:22]=[CH:21][CH:20]=[CH:19][C:18]=3[C:23]3[N:32]=[N:31][NH:30][N:24]=3)=[CH:13][CH:12]=2)[C:8](=[O:25])[C:7]2([CH2:26][CH2:27][CH2:28][CH2:29]2)[N:6]=1, predict the reactants needed to synthesize it.